Dataset: Forward reaction prediction with 1.9M reactions from USPTO patents (1976-2016). Task: Predict the product of the given reaction. (1) Given the reactants Br[CH2:2][C:3]1[S:4][C:5]2[CH:11]=[CH:10][CH:9]=[CH:8][C:6]=2[N:7]=1.C(N(C(C)C)CC)(C)C.[N:21]1([C:27]2[CH:32]=[CH:31][CH:30]=[CH:29][C:28]=2[OH:33])[CH2:26][CH2:25][NH:24][CH2:23][CH2:22]1, predict the reaction product. The product is: [S:4]1[C:5]2[CH:11]=[CH:10][CH:9]=[CH:8][C:6]=2[N:7]=[C:3]1[CH2:2][N:24]1[CH2:23][CH2:22][N:21]([C:27]2[CH:32]=[CH:31][CH:30]=[CH:29][C:28]=2[OH:33])[CH2:26][CH2:25]1. (2) Given the reactants C([O:4][C@@H:5]1[CH2:11][C@@H:10]([O:12][Si:13]([C:16]([CH3:19])([CH3:18])[CH3:17])([CH3:15])[CH3:14])[C@:9]2([CH3:20])[C@@H:7]([O:8]2)[CH2:6]1)(=O)C.C([O-])([O-])=O.[K+].[K+].C(O)(=O)C, predict the reaction product. The product is: [Si:13]([O:12][C@H:10]1[C@:9]2([CH3:20])[C@@H:7]([O:8]2)[CH2:6][C@H:5]([OH:4])[CH2:11]1)([C:16]([CH3:19])([CH3:18])[CH3:17])([CH3:15])[CH3:14].